Dataset: Full USPTO retrosynthesis dataset with 1.9M reactions from patents (1976-2016). Task: Predict the reactants needed to synthesize the given product. Given the product [N:1]1([CH2:6][C:7]2[CH:23]=[CH:22][C:10]([CH2:11][N:12]3[CH:20]=[C:19]4[C:14]([N:15]=[CH:16][N:17]=[C:18]4[NH:25][CH2:26][C:27]4[C:32]([CH3:33])=[N:31][C:30]([NH2:34])=[CH:29][C:28]=4[CH3:49])=[N:13]3)=[CH:9][C:8]=2[F:24])[CH:5]=[CH:4][CH:3]=[N:2]1, predict the reactants needed to synthesize it. The reactants are: [N:1]1([CH2:6][C:7]2[CH:23]=[CH:22][C:10]([CH2:11][N:12]3[CH:20]=[C:19]4[C:14]([N:15]=[CH:16][N:17]=[C:18]4Cl)=[N:13]3)=[CH:9][C:8]=2[F:24])[CH:5]=[CH:4][CH:3]=[N:2]1.[NH2:25][CH2:26][C:27]1[C:28]([CH3:49])=[CH:29][C:30]([N:34](C(OC(C)(C)C)=O)C(=O)OC(C)(C)C)=[N:31][C:32]=1[CH3:33].CCN(C(C)C)C(C)C.C(O)(C(F)(F)F)=O.